This data is from Reaction yield outcomes from USPTO patents with 853,638 reactions. The task is: Predict the reaction yield, written as a fraction of the theoretical maximum amount of product (1.0 means a 100% yield; for example, 0.34 means a 34% yield). (1) The reactants are [CH3:1][O:2][C:3]1[CH:4]=[CH:5][C:6]([NH:9][C:10]([NH2:12])=[S:11])=[N:7][CH:8]=1.[C:13]1([C:23]2[CH:28]=[CH:27][CH:26]=[CH:25][CH:24]=2)[CH:18]=[CH:17][C:16]([C:19](=O)[CH2:20]Br)=[CH:15][CH:14]=1. No catalyst specified. The product is [C:13]1([C:23]2[CH:24]=[CH:25][CH:26]=[CH:27][CH:28]=2)[CH:14]=[CH:15][C:16]([C:19]2[N:12]=[C:10]([NH:9][C:6]3[CH:5]=[CH:4][C:3]([O:2][CH3:1])=[CH:8][N:7]=3)[S:11][CH:20]=2)=[CH:17][CH:18]=1. The yield is 0.680. (2) The catalyst is C1COCC1. The yield is 0.990. The reactants are [C:1]([C:5]1[CH:13]=[C:12]2[C:8]([CH2:9][CH:10]([CH2:15][CH:16]([CH3:18])[CH3:17])[C:11]2=O)=[C:7]([C:19]2[CH:24]=[CH:23][CH:22]=[CH:21][CH:20]=2)[C:6]=1[O:25][CH3:26])([CH3:4])([CH3:3])[CH3:2].CO.[BH4-].[Na+].Cl. The product is [C:1]([C:5]1[CH:13]=[C:12]2[C:8](=[C:7]([C:19]3[CH:24]=[CH:23][CH:22]=[CH:21][CH:20]=3)[C:6]=1[O:25][CH3:26])[CH2:9][C:10]([CH2:15][CH:16]([CH3:18])[CH3:17])=[CH:11]2)([CH3:4])([CH3:3])[CH3:2]. (3) No catalyst specified. The yield is 0.400. The product is [CH3:27][C:9]1[C:10]2[C:11](=[O:26])[N:12]([CH2:18][CH2:19][N:20]3[CH2:21][CH2:22][O:23][CH2:24][CH2:25]3)[CH2:13][CH2:14][CH2:15][C:16]=2[NH:17][C:8]=1[CH:6]=[O:5]. The reactants are C([O:5][C:6]([C:8]1[NH:17][C:16]2[CH2:15][CH2:14][CH2:13][N:12]([CH2:18][CH2:19][N:20]3[CH2:25][CH2:24][O:23][CH2:22][CH2:21]3)[C:11](=[O:26])[C:10]=2[C:9]=1[CH3:27])=O)(C)(C)C.FC(F)(F)C(O)=O.C(OC(OCC)OCC)C.